Dataset: Reaction yield outcomes from USPTO patents with 853,638 reactions. Task: Predict the reaction yield, written as a fraction of the theoretical maximum amount of product (1.0 means a 100% yield; for example, 0.34 means a 34% yield). (1) The reactants are [NH2:1][C:2]1[C:11]2[CH:10]=[CH:9][CH:8]=[C:7](Br)[C:6]=2[N:5]=[C:4]2[CH2:13][N:14]([CH2:17][CH3:18])[C:15](=[O:16])[C:3]=12.[CH3:19][O:20][C:21]1[CH:26]=[CH:25][N:24]=[CH:23][C:22]=1B(O)O. No catalyst specified. The product is [NH2:1][C:2]1[C:11]2[CH:10]=[CH:9][CH:8]=[C:7]([C:22]3[CH:23]=[N:24][CH:25]=[CH:26][C:21]=3[O:20][CH3:19])[C:6]=2[N:5]=[C:4]2[CH2:13][N:14]([CH2:17][CH3:18])[C:15](=[O:16])[C:3]=12. The yield is 0.657. (2) The reactants are [CH2:1]([C:5]1[N:10]=[C:9]([CH3:11])[N:8]([C:12]2[CH:17]=[CH:16][C:15]([OH:18])=[CH:14][CH:13]=2)[C:7](=[O:19])[C:6]=1[CH2:20][C:21]1[CH:26]=[CH:25][C:24]([C:27]2[CH:32]=[CH:31][CH:30]=[CH:29][C:28]=2[C:33]2[NH:37][C:36](=[O:38])[O:35][N:34]=2)=[CH:23][CH:22]=1)[CH2:2][CH2:3][CH3:4].[CH3:39][CH:40]1[CH2:45][CH:44](O)[CH2:43][CH2:42][O:41]1.C1(P(C2C=CC=CC=2)C2C=CC=CC=2)C=CC=CC=1.N(C(OC(C)C)=O)=NC(OC(C)C)=O. The catalyst is O1CCCC1.O. The product is [CH2:1]([C:5]1[N:10]=[C:9]([CH3:11])[N:8]([C:12]2[CH:17]=[CH:16][C:15]([O:18][CH:44]3[CH2:43][CH2:42][O:41][CH:40]([CH3:39])[CH2:45]3)=[CH:14][CH:13]=2)[C:7](=[O:19])[C:6]=1[CH2:20][C:21]1[CH:26]=[CH:25][C:24]([C:27]2[CH:32]=[CH:31][CH:30]=[CH:29][C:28]=2[C:33]2[NH:37][C:36](=[O:38])[O:35][N:34]=2)=[CH:23][CH:22]=1)[CH2:2][CH2:3][CH3:4]. The yield is 0.530. (3) The reactants are CC(C)[N:3]=C=NC(C)C.[CH3:10][C:11]1[C:16]([NH:17][C:18]([C:20]2[S:24][C:23]([NH:25][C:26]3[CH:27]=[C:28]([N:33]4[CH2:38][CH2:37][N:36]([CH2:39][CH2:40][OH:41])[CH2:35][CH2:34]4)[N:29]=[C:30]([CH3:32])[N:31]=3)=[N:22][CH:21]=2)=[O:19])=[C:15]([Cl:42])[CH:14]=[CH:13][CH:12]=1.[NH:43](C(OC(C)(C)C)=O)[C@H:44]([C:49]([OH:51])=O)[CH2:45][CH:46]([CH3:48])[CH3:47].C1(C)C=CC(S([O-])(=O)=O)=CC=1.CN(C)C1C=C[NH+]=CC=1. The catalyst is C(Cl)Cl.CN(C=O)C. The product is [CH3:10][C:11]1[C:16]([NH:17][C:18]([C:20]2[S:24][C:23]([NH:25][C:26]3[CH:27]=[C:28]([N:33]4[CH2:38][CH2:37][N:36]([CH2:39][CH2:40][OH:41])[CH2:35][CH2:34]4)[N:29]=[C:30]([CH3:32])[N:31]=3)=[N:22][CH:21]=2)=[O:19])=[C:15]([Cl:42])[CH:14]=[CH:13][CH:12]=1.[NH2:43][C@H:44]([C:49]([NH2:3])=[O:51])[CH2:45][CH:46]([CH3:48])[CH3:47]. The yield is 0.610. (4) The reactants are C[O:2][C:3](=[O:23])[C@@H:4]([N:12]1[CH2:20][C:19]2[C:14](=[CH:15][CH:16]=[CH:17][C:18]=2[F:21])[C:13]1=[O:22])[CH2:5][CH:6]1[CH2:11][CH2:10][CH2:9][CH2:8][CH2:7]1.O.[OH-].[Li+].Cl. The catalyst is O1CCCC1.O. The product is [CH:6]1([CH2:5][C@H:4]([N:12]2[CH2:20][C:19]3[C:14](=[CH:15][CH:16]=[CH:17][C:18]=3[F:21])[C:13]2=[O:22])[C:3]([OH:23])=[O:2])[CH2:11][CH2:10][CH2:9][CH2:8][CH2:7]1. The yield is 0.780. (5) The reactants are [NH2:1][C:2]1[CH:3]=[C:4]2[C:8](=[CH:9][CH:10]=1)[C:7](=O)[CH2:6][CH2:5]2.[Si:12]([O:19][NH2:20])([C:15]([CH3:18])([CH3:17])[CH3:16])([CH3:14])[CH3:13].S(O)(C1C=CC(C)=CC=1)(=O)=O.O. The catalyst is C(Cl)(Cl)Cl. The product is [Si:12]([O:19][N:20]=[C:7]1[C:8]2[C:4](=[CH:3][C:2]([NH2:1])=[CH:10][CH:9]=2)[CH2:5][CH2:6]1)([C:15]([CH3:18])([CH3:17])[CH3:16])([CH3:14])[CH3:13]. The yield is 0.850. (6) The reactants are C(O)C.Br[CH2:5][CH2:6][CH2:7][CH2:8][CH2:9][O:10][C:11]1[CH:16]=[C:15]([S:17][CH2:18][C:19]([F:22])([F:21])[F:20])[C:14]([Cl:23])=[CH:13][C:12]=1[F:24].[S-:25][C:26]#[N:27].[K+].CCCCCC. The catalyst is C(OCC)(=O)C. The product is [S:25]([CH2:5][CH2:6][CH2:7][CH2:8][CH2:9][O:10][C:11]1[CH:16]=[C:15]([S:17][CH2:18][C:19]([F:22])([F:21])[F:20])[C:14]([Cl:23])=[CH:13][C:12]=1[F:24])[C:26]#[N:27]. The yield is 0.980.